From a dataset of Peptide-MHC class II binding affinity with 134,281 pairs from IEDB. Regression. Given a peptide amino acid sequence and an MHC pseudo amino acid sequence, predict their binding affinity value. This is MHC class II binding data. (1) The peptide sequence is YTKKEAFNVENGNAT. The MHC is DRB4_0101 with pseudo-sequence DRB4_0103. The binding affinity (normalized) is 0.179. (2) The peptide sequence is GTKGEAKDVIPEGWK. The MHC is HLA-DQA10101-DQB10501 with pseudo-sequence HLA-DQA10101-DQB10501. The binding affinity (normalized) is 0.0918. (3) The peptide sequence is KLPKPPKPVSKMRMATPLL. The MHC is HLA-DPA10201-DPB10101 with pseudo-sequence HLA-DPA10201-DPB10101. The binding affinity (normalized) is 0.391. (4) The peptide sequence is TNDNNLYKLHGGHVS. The MHC is HLA-DQA10601-DQB10402 with pseudo-sequence HLA-DQA10601-DQB10402. The binding affinity (normalized) is 0.297. (5) The peptide sequence is YQSYGPSGQYTHEFD. The MHC is HLA-DQA10301-DQB10301 with pseudo-sequence HLA-DQA10301-DQB10301. The binding affinity (normalized) is 0. (6) The peptide sequence is ALPTVEVVAAAADEV. The MHC is HLA-DQA10501-DQB10201 with pseudo-sequence HLA-DQA10501-DQB10201. The binding affinity (normalized) is 0.705. (7) The peptide sequence is GGRLAFQEFMIVPCE. The MHC is HLA-DPA10301-DPB10402 with pseudo-sequence HLA-DPA10301-DPB10402. The binding affinity (normalized) is 0.608. (8) The binding affinity (normalized) is 0.0414. The MHC is DRB1_0401 with pseudo-sequence DRB1_0401. The peptide sequence is AQNGVQAMSSLGSSL. (9) The peptide sequence is ELLKTVRLIKFLYQSNP. The MHC is DRB1_1001 with pseudo-sequence DRB1_1001. The binding affinity (normalized) is 0.727.